Dataset: Reaction yield outcomes from USPTO patents with 853,638 reactions. Task: Predict the reaction yield, written as a fraction of the theoretical maximum amount of product (1.0 means a 100% yield; for example, 0.34 means a 34% yield). (1) The reactants are [CH3:1][O:2][C:3]1[CH:4]=[C:5]([CH:11]=[CH:12][C:13]=1[N+:14]([O-:16])=[O:15])[CH2:6][CH2:7][PH:8](=[O:10])[OH:9].Br[CH2:18][CH2:19][O:20][CH3:21].C(=O)([O-])[O-].[K+].[K+]. The catalyst is CN(C=O)C.[N+](CCCC)(CCCC)(CCCC)CCCC.[I-]. The product is [CH3:1][O:2][C:3]1[CH:4]=[C:5]([CH:11]=[CH:12][C:13]=1[N+:14]([O-:16])=[O:15])[CH2:6][CH2:7][PH:8](=[O:9])[O:10][CH2:18][CH2:19][O:20][CH3:21]. The yield is 0.450. (2) The reactants are [CH3:1][O:2][C:3]1[CH:12]=[C:11]([CH3:13])[CH:10]=[CH:9][C:4]=1[C:5]([O:7][CH3:8])=[O:6].CC(O)=O.[Br:18]Br.C([O-])([O-])=O.[Na+].[Na+]. The catalyst is O. The product is [Br:18][C:10]1[C:11]([CH3:13])=[CH:12][C:3]([O:2][CH3:1])=[C:4]([CH:9]=1)[C:5]([O:7][CH3:8])=[O:6]. The yield is 0.990.